Dataset: Forward reaction prediction with 1.9M reactions from USPTO patents (1976-2016). Task: Predict the product of the given reaction. (1) Given the reactants [CH2:1]([C:7]1[NH:8][C:9]2[C:14]([CH:15]=1)=[CH:13][CH:12]=[CH:11][CH:10]=2)[CH2:2][CH2:3][CH2:4][CH2:5][CH3:6].[OH-].[K+].[CH3:18][CH:19]1[CH2:24][C:23](=[O:25])[O:22][C:21](=[O:26])[CH2:20]1.[Cl-].[NH4+], predict the reaction product. The product is: [CH2:1]([C:7]1[N:8]([C:23](=[O:25])[CH2:24][CH:19]([CH3:18])[CH2:20][C:21]([OH:26])=[O:22])[C:9]2[C:14]([CH:15]=1)=[CH:13][CH:12]=[CH:11][CH:10]=2)[CH2:2][CH2:3][CH2:4][CH2:5][CH3:6]. (2) Given the reactants Cl.[Cl:2][C:3]1[C:11]2[C:6](=[CH:7][CH:8]=[CH:9][CH:10]=2)[N:5]([C:12]2[CH:17]=[CH:16][CH:15]=[C:14]([F:18])[CH:13]=2)[C:4]=1[CH:19]([NH:21]C(=O)OC(C)(C)C)[CH3:20], predict the reaction product. The product is: [Cl:2][C:3]1[C:11]2[C:6](=[CH:7][CH:8]=[CH:9][CH:10]=2)[N:5]([C:12]2[CH:17]=[CH:16][CH:15]=[C:14]([F:18])[CH:13]=2)[C:4]=1[CH:19]([NH2:21])[CH3:20]. (3) Given the reactants [O:1]=[C:2]1[N:7]([CH2:8][C:9]2[CH:10]=[C:11]([CH:15]=[CH:16][CH:17]=2)[C:12](Cl)=[O:13])[N:6]=[C:5]([C:18]2[O:22][N:21]=[C:20]([C:23]3[CH:28]=[CH:27][C:26]([C:29]([CH3:35])([CH3:34])[C:30]([F:33])([F:32])[F:31])=[CH:25][CH:24]=3)[N:19]=2)[CH:4]=[CH:3]1.[CH3:36][NH2:37], predict the reaction product. The product is: [CH3:36][NH:37][C:12](=[O:13])[C:11]1[CH:15]=[CH:16][CH:17]=[C:9]([CH2:8][N:7]2[C:2](=[O:1])[CH:3]=[CH:4][C:5]([C:18]3[O:22][N:21]=[C:20]([C:23]4[CH:28]=[CH:27][C:26]([C:29]([CH3:34])([CH3:35])[C:30]([F:32])([F:31])[F:33])=[CH:25][CH:24]=4)[N:19]=3)=[N:6]2)[CH:10]=1. (4) Given the reactants [NH2:1][CH:2]([C:6]1[CH:7]=[N:8][C:9]([C:12]([F:15])([F:14])[F:13])=[CH:10][CH:11]=1)[CH2:3][CH2:4][OH:5], predict the reaction product. The product is: [NH2:1][C@H:2]([C:6]1[CH:7]=[N:8][C:9]([C:12]([F:15])([F:13])[F:14])=[CH:10][CH:11]=1)[CH2:3][CH2:4][OH:5].[NH2:1][C@@H:2]([C:6]1[CH:7]=[N:8][C:9]([C:12]([F:15])([F:13])[F:14])=[CH:10][CH:11]=1)[CH2:3][CH2:4][OH:5]. (5) The product is: [C:18]([NH:22][C:14]1[N:13]=[C:12]2[C:8]([N:9]=[CH:10][NH:11]2)=[C:7]([N:4]2[CH2:5][CH2:6][C:2]([F:17])([F:1])[CH2:3]2)[N:15]=1)([CH3:21])([CH3:20])[CH3:19]. Given the reactants [F:1][C:2]1([F:17])[CH2:6][CH2:5][N:4]([C:7]2[N:15]=[C:14](F)[N:13]=[C:12]3[C:8]=2[N:9]=[CH:10][NH:11]3)[CH2:3]1.[C:18]([NH2:22])([CH3:21])([CH3:20])[CH3:19], predict the reaction product.